Task: Predict the reaction yield, written as a fraction of the theoretical maximum amount of product (1.0 means a 100% yield; for example, 0.34 means a 34% yield).. Dataset: Reaction yield outcomes from USPTO patents with 853,638 reactions The reactants are [CH2:1]([S:3]([C:6]1[CH:7]=[C:8]([C:12]2[CH:17]=[C:16]([C:18]([F:21])([F:20])[F:19])[C:15]([CH3:22])=[C:14]([N+:23]([O-])=O)[C:13]=2[C:26]2[C:27]([F:33])=[N:28][CH:29]=[C:30]([CH3:32])[CH:31]=2)[CH:9]=[CH:10][CH:11]=1)(=[O:5])=[O:4])[CH3:2].CC(O)=O. The catalyst is [Fe].O. The product is [CH2:1]([S:3]([C:6]1[CH:7]=[C:8]([C:12]2[CH:17]=[C:16]([C:18]([F:19])([F:20])[F:21])[C:15]([CH3:22])=[C:14]([NH2:23])[C:13]=2[C:26]2[C:27]([F:33])=[N:28][CH:29]=[C:30]([CH3:32])[CH:31]=2)[CH:9]=[CH:10][CH:11]=1)(=[O:5])=[O:4])[CH3:2]. The yield is 0.830.